This data is from Full USPTO retrosynthesis dataset with 1.9M reactions from patents (1976-2016). The task is: Predict the reactants needed to synthesize the given product. (1) Given the product [CH3:1][O:2][C:3](=[O:20])[C:4]1[CH:9]=[CH:8][CH:7]=[C:6]([CH2:10][N:11]2[C:16](=[O:17])[CH:15]=[C:14]([CH3:18])[C:13]([C:23]3[CH:22]=[N:21][CH:26]=[CH:25][CH:24]=3)=[N:12]2)[CH:5]=1, predict the reactants needed to synthesize it. The reactants are: [CH3:1][O:2][C:3](=[O:20])[C:4]1[CH:9]=[CH:8][CH:7]=[C:6]([CH2:10][N:11]2[C:16](=[O:17])[CH:15]=[C:14]([CH3:18])[C:13](Cl)=[N:12]2)[CH:5]=1.[N:21]1[CH:26]=[CH:25][CH:24]=[C:23](B(O)O)[CH:22]=1.C([O-])([O-])=O.[Na+].[Na+]. (2) Given the product [CH2:29]([N:24]([S:25]([CH3:28])(=[O:26])=[O:27])[C:19]1[CH:18]=[C:17]([CH:22]=[C:21]([Cl:23])[CH:20]=1)[C:16]([NH:15][CH2:14][C:7]1[CH:8]=[CH:9][C:10]([C:12]#[N:13])=[CH:11][C:6]=1[O:5][CH2:4][C:3](=[O:2])[NH:38][CH2:39][C:40]1[CH:45]=[CH:44][CH:43]=[CH:42][N:41]=1)=[O:36])[C:30]1[CH:31]=[CH:32][CH:33]=[CH:34][CH:35]=1, predict the reactants needed to synthesize it. The reactants are: C[O:2][C:3](=O)[CH2:4][O:5][C:6]1[CH:11]=[C:10]([C:12]#[N:13])[CH:9]=[CH:8][C:7]=1[CH2:14][NH:15][C:16](=[O:36])[C:17]1[CH:22]=[C:21]([Cl:23])[CH:20]=[C:19]([N:24]([CH2:29][C:30]2[CH:35]=[CH:34][CH:33]=[CH:32][CH:31]=2)[S:25]([CH3:28])(=[O:27])=[O:26])[CH:18]=1.[NH2:38][CH2:39][C:40]1[CH:45]=[CH:44][CH:43]=[CH:42][N:41]=1. (3) Given the product [C:21]([NH:7][C@@H:8]([C:13]([OH:15])=[O:14])[CH2:9][CH:10]([CH3:12])[CH3:11])(=[O:31])[CH2:22][CH2:23][CH2:24][CH2:25][CH2:26][CH2:27][CH2:28][CH2:29][CH3:30], predict the reactants needed to synthesize it. The reactants are: N1C=CC=CC=1.[NH2:7][C@@H:8]([C:13]([OH:15])=[O:14])[CH2:9][CH:10]([CH3:12])[CH3:11].C[Si](Cl)(C)C.[C:21](Cl)(=[O:31])[CH2:22][CH2:23][CH2:24][CH2:25][CH2:26][CH2:27][CH2:28][CH2:29][CH3:30].